Dataset: Serine/threonine kinase 33 screen with 319,792 compounds. Task: Binary Classification. Given a drug SMILES string, predict its activity (active/inactive) in a high-throughput screening assay against a specified biological target. (1) The drug is Clc1cc(NS(=O)(=O)c2ccccc2)cc(c1O)C. The result is 0 (inactive). (2) The drug is O=C(NC1CCCCC1)C1CN(C(=O)C1)c1ccccc1. The result is 0 (inactive). (3) The drug is S=C1N(C2CCCCC2)C(=O)/C(C(=O)N1)=C\NNC(=O)c1c(O)cccc1. The result is 0 (inactive). (4) The drug is O=C1N(C2CCCCC2)CC(C1)C(=O)Nc1ccccc1. The result is 0 (inactive).